Dataset: Reaction yield outcomes from USPTO patents with 853,638 reactions. Task: Predict the reaction yield, written as a fraction of the theoretical maximum amount of product (1.0 means a 100% yield; for example, 0.34 means a 34% yield). The reactants are [OH:1][CH2:2][CH2:3][CH2:4][C:5]1[CH:6]=[C:7]([CH:11]=[C:12]([O:16][CH3:17])[C:13]=1[O:14][CH3:15])[C:8]([OH:10])=[O:9].[CH2:18](Br)[CH3:19]. No catalyst specified. The product is [CH2:18]([O:1][CH2:2][CH2:3][CH2:4][C:5]1[CH:6]=[C:7]([CH:11]=[C:12]([O:16][CH3:17])[C:13]=1[O:14][CH3:15])[C:8]([OH:10])=[O:9])[CH3:19]. The yield is 0.720.